Predict the reactants needed to synthesize the given product. From a dataset of Full USPTO retrosynthesis dataset with 1.9M reactions from patents (1976-2016). Given the product [CH:1]1([CH2:4][O:5][C:6]2[CH:11]=[CH:10][C:9]([C:12]3[O:13][C:14]4[CH:20]=[C:19]([O:21][CH2:22][C@@H:23]([NH:25][C:26]([NH:35][CH3:34])=[O:32])[CH3:24])[CH:18]=[CH:17][C:15]=4[N:16]=3)=[CH:8][C:7]=2[F:33])[CH2:3][CH2:2]1, predict the reactants needed to synthesize it. The reactants are: [CH:1]1([CH2:4][O:5][C:6]2[CH:11]=[CH:10][C:9]([C:12]3[O:13][C:14]4[CH:20]=[C:19]([O:21][CH2:22][C@@H:23]([NH:25][C:26](=[O:32])OC(C)(C)C)[CH3:24])[CH:18]=[CH:17][C:15]=4[N:16]=3)=[CH:8][C:7]=2[F:33])[CH2:3][CH2:2]1.[CH3:34][N:35]=C=O.